Dataset: Catalyst prediction with 721,799 reactions and 888 catalyst types from USPTO. Task: Predict which catalyst facilitates the given reaction. (1) Product: [C:17]([C:14]([C:11]([F:12])=[O:10])([F:16])[F:15])([F:20])([F:19])[F:18]. Reactant: C(C(C([O:10][C:11]([C:14]([C:17]([F:20])([F:19])[F:18])([F:16])[F:15])(F)[F:12])=O)(F)F)(F)(F)F.ClC(F)=C(F)F. The catalyst class is: 769. (2) Reactant: [Cl:1][C:2]1[CH:3]=[C:4]([CH:8]([CH:12]2[CH2:17][CH2:16][CH2:15][CH2:14][CH:13]2[OH:18])[C:9]([OH:11])=O)[CH:5]=[CH:6][CH:7]=1.F[P-](F)(F)(F)(F)F.N1(O[P+](N(C)C)(N(C)C)N(C)C)C2C=CC=CC=2N=N1.N1(C(OC(C)(C)C)=O)CCNCC1.C(N(CC)CC)C. Product: [Cl:1][C:2]1[CH:3]=[C:4]([CH:8]2[CH:12]3[CH2:17][CH2:16][CH2:15][CH2:14][CH:13]3[O:18][C:9]2=[O:11])[CH:5]=[CH:6][CH:7]=1. The catalyst class is: 2. (3) Reactant: CO[C:3]1[CH:8]=[CH:7][CH:6]=[C:5]([CH3:9])[C:4]=1[O:10]C.[C:12](=[O:14])=O.CC(C)=[O:17].B(Cl)(Cl)Cl. Product: [OH:17][C:9]1[C:12]([OH:14])=[C:8]([CH3:3])[CH:7]=[CH:6][C:5]=1[CH:4]=[O:10]. The catalyst class is: 4. (4) Reactant: [F:1][C:2]1[CH:3]=[C:4]([CH:6]=[CH:7][CH:8]=1)[NH2:5].C([O-])(O)=O.[Na+].[CH3:14][O:15][C:16](Cl)=[O:17].[Br:19]N1C(=O)CCC1=O.FC(F)(F)S(O)(=O)=O. Product: [CH3:14][O:15][C:16](=[O:17])[NH:5][C:4]1[CH:6]=[CH:7][C:8]([Br:19])=[C:2]([F:1])[CH:3]=1. The catalyst class is: 2. (5) Reactant: C([O:4][C@:5]1(O)[CH2:9][N:8]([C:10]([O:12][C:13]([CH3:16])([CH3:15])[CH3:14])=[O:11])[C@H:7]([CH2:17][O:18][C:19]2[CH:28]=[CH:27][C:22]([C:23]([O:25][CH3:26])=[O:24])=[CH:21][CH:20]=2)[CH2:6]1)(=O)C.C([O-])([O-])=O.[K+].[K+]. Product: [C:13]([O:12][C:10]([N:8]1[CH2:9][C@@H:5]([OH:4])[CH2:6][C@H:7]1[CH2:17][O:18][C:19]1[CH:20]=[CH:21][C:22]([C:23]([O:25][CH3:26])=[O:24])=[CH:27][CH:28]=1)=[O:11])([CH3:16])([CH3:14])[CH3:15]. The catalyst class is: 5. (6) Reactant: [Cl:1][C:2]1[CH:7]=[C:6]([N:8]2[CH2:13][CH2:12][N:11]([C:14]([C:16]3[CH:21]=[C:20]([S:22]([CH3:25])(=[O:24])=[O:23])[CH:19]=[CH:18][C:17]=3[C:26]3[CH:31]=[CH:30][C:29]([F:32])=[CH:28][CH:27]=3)=[O:15])[CH2:10][CH2:9]2)[CH:5]=[C:4]([Cl:33])[C:3]=1[C:34](=[O:36])[CH3:35].[BH4-].[Li+]. Product: [Cl:1][C:2]1[CH:7]=[C:6]([N:8]2[CH2:9][CH2:10][N:11]([C:14]([C:16]3[CH:21]=[C:20]([S:22]([CH3:25])(=[O:24])=[O:23])[CH:19]=[CH:18][C:17]=3[C:26]3[CH:31]=[CH:30][C:29]([F:32])=[CH:28][CH:27]=3)=[O:15])[CH2:12][CH2:13]2)[CH:5]=[C:4]([Cl:33])[C:3]=1[CH:34]([OH:36])[CH3:35]. The catalyst class is: 1.